This data is from Catalyst prediction with 721,799 reactions and 888 catalyst types from USPTO. The task is: Predict which catalyst facilitates the given reaction. Reactant: Cl[C:2]1[CH:7]=[CH:6][N:5]2[N:8]=[CH:9][C:10]([C:11]([NH:13][C:14]3[C:15]([C:20]4[CH:25]=[C:24]([Cl:26])[CH:23]=[CH:22][C:21]=4[Cl:27])=[N:16][N:17]([CH3:19])[CH:18]=3)=[O:12])=[C:4]2[N:3]=1.[NH3:28]. Product: [Cl:27][C:21]1[CH:22]=[CH:23][C:24]([Cl:26])=[CH:25][C:20]=1[C:15]1[C:14]([NH:13][C:11]([C:10]2[CH:9]=[N:8][N:5]3[CH:6]=[CH:7][C:2]([NH2:28])=[N:3][C:4]=23)=[O:12])=[CH:18][N:17]([CH3:19])[N:16]=1. The catalyst class is: 8.